From a dataset of Catalyst prediction with 721,799 reactions and 888 catalyst types from USPTO. Predict which catalyst facilitates the given reaction. (1) Reactant: C(OC(=O)[NH:7][C:8]1[C:13]([CH:14]=[O:15])=[C:12]([C:16]2[CH:21]=[CH:20][C:19]([Cl:22])=[CH:18][C:17]=2[F:23])[CH:11]=[CH:10][N:9]=1)(C)(C)C.C(O)(C(F)(F)F)=O. Product: [NH2:7][C:8]1[N:9]=[CH:10][CH:11]=[C:12]([C:16]2[CH:21]=[CH:20][C:19]([Cl:22])=[CH:18][C:17]=2[F:23])[C:13]=1[CH:14]=[O:15]. The catalyst class is: 2. (2) Reactant: [Br:1][C:2]1[CH:3]=[C:4]2[C:8](=[CH:9][CH:10]=1)[NH:7][C:6](=[O:11])[C:5]2=O.[C:13]([C:16]1[CH:21]=[CH:20][CH:19]=[CH:18][N:17]=1)(=O)[CH3:14].CC[OH:24].CC(O)=O. Product: [Br:1][C:2]1[CH:3]=[C:4]2[C:8](=[CH:9][CH:10]=1)[N:7]=[C:13]([C:16]1[CH:21]=[CH:20][CH:19]=[CH:18][N:17]=1)[CH:14]=[C:5]2[C:6]([OH:11])=[O:24]. The catalyst class is: 500.